Dataset: Peptide-MHC class I binding affinity with 185,985 pairs from IEDB/IMGT. Task: Regression. Given a peptide amino acid sequence and an MHC pseudo amino acid sequence, predict their binding affinity value. This is MHC class I binding data. (1) The peptide sequence is VQKVNPAPK. The MHC is HLA-A01:01 with pseudo-sequence HLA-A01:01. The binding affinity (normalized) is 0.0847. (2) The peptide sequence is GRQTALFLLK. The MHC is Mamu-B8301 with pseudo-sequence Mamu-B8301. The binding affinity (normalized) is 1.00.